This data is from Full USPTO retrosynthesis dataset with 1.9M reactions from patents (1976-2016). The task is: Predict the reactants needed to synthesize the given product. (1) Given the product [OH:14][CH2:13][CH2:12][CH2:11][O:10][C:8]1[CH:7]=[CH:6][C:3]([CH:4]=[O:5])=[C:2]([O:1][CH2:21][O:22][CH3:23])[CH:9]=1, predict the reactants needed to synthesize it. The reactants are: [OH:1][C:2]1[CH:9]=[C:8]([O:10][CH2:11][CH2:12][CH2:13][OH:14])[CH:7]=[CH:6][C:3]=1[CH:4]=[O:5].C(=O)([O-])[O-].[K+].[K+].[CH3:21][O:22][CH2:23]Cl.O. (2) Given the product [C:34]([O:32][CH2:31][C@@H:30]([O:33][C:81](=[O:80])[CH2:82][CH2:83][CH2:84][CH2:85][CH2:86][CH2:87][CH2:88][CH2:89][CH2:94][CH2:93][CH2:92][CH2:91][CH3:90])[CH2:29][S:28][CH2:27][C@H:19]([NH:18][C:16]([O:15][CH2:14][CH:12]1[C:13]2[CH:1]=[CH:2][CH:3]=[CH:4][C:5]=2[C:6]2[C:11]1=[CH:10][CH:9]=[CH:8][CH:7]=2)=[O:17])[C:20]([O:22][C:23]([CH3:26])([CH3:24])[CH3:25])=[O:21])(=[O:48])[CH2:35][CH2:36][CH2:37][CH2:38][CH2:39][CH2:40][CH2:41][CH2:42][CH2:43][CH2:44][CH2:45][CH2:46][CH3:47], predict the reactants needed to synthesize it. The reactants are: [CH:1]1[C:13]2[CH:12]([CH2:14][O:15][C:16]([NH:18][C@@H:19]([CH2:27][S:28][CH2:29][C@H:30]([OH:33])[CH2:31][OH:32])[C:20]([O:22][C:23]([CH3:26])([CH3:25])[CH3:24])=[O:21])=[O:17])[C:11]3[C:6](=[CH:7][CH:8]=[CH:9][CH:10]=3)[C:5]=2[CH:4]=[CH:3][CH:2]=1.[C:34](Cl)(=[O:48])[CH2:35][CH2:36][CH2:37][CH2:38][CH2:39][CH2:40][CH2:41][CH2:42][CH2:43][CH2:44][CH2:45][CH2:46][CH3:47].C(OC[C@@H](OC(=O)CCCCCCCCCCC)CSC[C@H](NC([O:80][CH2:81][CH:82]1[C:94]2[CH:93]=[CH:92][CH:91]=[CH:90][C:89]=2[C:88]2[C:83]1=[CH:84][CH:85]=[CH:86][CH:87]=2)=O)C(OC(C)(C)C)=O)(=O)CCCCCCCCCCC. (3) Given the product [C:1]1([O:7][C:8]([N:10]2[CH2:15][CH2:14][NH:13][CH2:12][CH2:11]2)=[O:9])[CH:6]=[CH:5][CH:4]=[CH:3][CH:2]=1, predict the reactants needed to synthesize it. The reactants are: [C:1]1([O:7][C:8]([N:10]2[CH2:15][CH2:14][N:13](C(OC(C)(C)C)=O)[CH2:12][CH2:11]2)=[O:9])[CH:6]=[CH:5][CH:4]=[CH:3][CH:2]=1.C(O)(C(F)(F)F)=O. (4) Given the product [CH3:13][O:10][C:9](=[O:11])[C:8]([C:4]1[CH:5]=[CH:6][CH:7]=[C:2]([Br:1])[CH:3]=1)=[O:12], predict the reactants needed to synthesize it. The reactants are: [Br:1][C:2]1[CH:3]=[C:4]([CH:8]([OH:12])[C:9]([OH:11])=[O:10])[CH:5]=[CH:6][CH:7]=1.[CH3:13][Si](C=[N+]=[N-])(C)C.CC(OI1(OC(C)=O)(OC(C)=O)OC(=O)C2C=CC=CC1=2)=O.C(=O)(O)[O-].[Na+].S([O-])([O-])(=O)=S.[Na+].[Na+].